Dataset: Catalyst prediction with 721,799 reactions and 888 catalyst types from USPTO. Task: Predict which catalyst facilitates the given reaction. Reactant: [C:1]([O:5][C:6]([N:8]1[CH2:12][C@H:11]([F:13])[C@@H:10]([O:14][CH3:15])[C@H:9]1[C:16]([OH:18])=O)=[O:7])([CH3:4])([CH3:3])[CH3:2].C(OC(N1C[C@@H](OC)[C@H](F)[C@H]1C(O)=O)=O)(C)(C)C.ClC(N(C)C)=C(C)C.[F:45][C:46]1[C:52]([O:53][C:54]([F:57])([F:56])[F:55])=[CH:51][CH:50]=[CH:49][C:47]=1[NH2:48].CCN(C(C)C)C(C)C. Product: [C:1]([O:5][C:6]([N:8]1[CH2:12][C@H:11]([F:13])[C@@H:10]([O:14][CH3:15])[C@H:9]1[C:16](=[O:18])[NH:48][C:47]1[CH:49]=[CH:50][CH:51]=[C:52]([O:53][C:54]([F:55])([F:56])[F:57])[C:46]=1[F:45])=[O:7])([CH3:2])([CH3:3])[CH3:4]. The catalyst class is: 2.